The task is: Predict which catalyst facilitates the given reaction.. This data is from Catalyst prediction with 721,799 reactions and 888 catalyst types from USPTO. (1) Reactant: C([O:3][C:4]([C:6]1[CH:10]=[C:9]([C:11]2[CH:16]=[CH:15][CH:14]=[CH:13][N:12]=2)[N:8]([CH3:17])[N:7]=1)=[O:5])C.[OH-].[Na+].Cl. Product: [CH3:17][N:8]1[C:9]([C:11]2[CH:16]=[CH:15][CH:14]=[CH:13][N:12]=2)=[CH:10][C:6]([C:4]([OH:5])=[O:3])=[N:7]1. The catalyst class is: 8. (2) Reactant: [CH2:1]([C:3]1[CH:11]=[CH:10][C:6]([C:7]([OH:9])=O)=[CH:5][C:4]=1[O:12][CH3:13])[CH3:2].CN(C(ON1N=NC2C=CC=NC1=2)=[N+](C)C)C.F[P-](F)(F)(F)(F)F.[CH:38]1[N:46]2[C:41]([C:42]3([CH2:59][CH2:58][NH:57][CH2:56][CH2:55]3)[O:43][C:44]3[CH:50]=[C:49]([C:51]([O:53][CH3:54])=[O:52])[CH:48]=[CH:47][C:45]=32)=[CH:40][CH:39]=1.CCN(CC)CC. Product: [CH2:1]([C:3]1[CH:11]=[CH:10][C:6]([C:7]([N:57]2[CH2:58][CH2:59][C:42]3([O:43][C:44]4[CH:50]=[C:49]([C:51]([O:53][CH3:54])=[O:52])[CH:48]=[CH:47][C:45]=4[N:46]4[CH:38]=[CH:39][CH:40]=[C:41]34)[CH2:55][CH2:56]2)=[O:9])=[CH:5][C:4]=1[O:12][CH3:13])[CH3:2]. The catalyst class is: 39.